From a dataset of Retrosynthesis with 50K atom-mapped reactions and 10 reaction types from USPTO. Predict the reactants needed to synthesize the given product. (1) Given the product CNc1cc(C(C)=O)ccc1OCCCN1CCC(c2noc3cc(F)ccc23)CC1, predict the reactants needed to synthesize it. The reactants are: CNc1cc(C(C)=O)ccc1OCCCCl.Fc1ccc2c(C3CCNCC3)noc2c1. (2) Given the product CCOC(=O)C(C)(C)Oc1ccc(CNC(=O)c2cnc(-c3ccc(C(F)(F)F)cc3)nc2C2CC2)c(Cl)c1, predict the reactants needed to synthesize it. The reactants are: CCOC(=O)C(C)(C)Oc1ccc(CN)c(Cl)c1.O=C(O)c1cnc(-c2ccc(C(F)(F)F)cc2)nc1C1CC1. (3) Given the product CCOC(=O)COc1ccc(Oc2ccc([N+](=O)[O-])cc2)c(Cl)c1Cl, predict the reactants needed to synthesize it. The reactants are: CCOC(=O)CBr.O=[N+]([O-])c1ccc(Oc2ccc(O)c(Cl)c2Cl)cc1.